Dataset: Catalyst prediction with 721,799 reactions and 888 catalyst types from USPTO. Task: Predict which catalyst facilitates the given reaction. Reactant: O.[CH3:2][C:3]([CH3:23])([CH3:22])[CH2:4][C:5]([NH:7][C:8]1[S:9][C:10]2[CH2:16][CH2:15][CH2:14][CH:13]([C:17]([O:19]CC)=[O:18])[C:11]=2[N:12]=1)=[O:6].[OH-].[Na+]. Product: [CH3:2][C:3]([CH3:23])([CH3:22])[CH2:4][C:5]([NH:7][C:8]1[S:9][C:10]2[CH2:16][CH2:15][CH2:14][CH:13]([C:17]([OH:19])=[O:18])[C:11]=2[N:12]=1)=[O:6]. The catalyst class is: 5.